Predict the reactants needed to synthesize the given product. From a dataset of Full USPTO retrosynthesis dataset with 1.9M reactions from patents (1976-2016). Given the product [ClH:1].[OH:40][C@H:39]([C:30]1[CH:31]=[CH:32][C:33]2[C:34](=[O:38])[O:35][CH2:36][C:37]=2[C:29]=1[CH3:28])[CH2:41][N:18]1[CH2:19][CH2:20][C:13]2([CH2:12][N:11]([C:9]3[S:10][C:6]([S:3]([CH3:2])(=[O:5])=[O:4])=[N:7][N:8]=3)[CH2:15][CH2:14]2)[CH2:16][CH2:17]1, predict the reactants needed to synthesize it. The reactants are: [ClH:1].[CH3:2][S:3]([C:6]1[S:10][C:9]([N:11]2[CH2:15][CH2:14][C:13]3([CH2:20][CH2:19][NH:18][CH2:17][CH2:16]3)[CH2:12]2)=[N:8][N:7]=1)(=[O:5])=[O:4].C(N(CC)CC)C.[CH3:28][C:29]1[C:37]2[CH2:36][O:35][C:34](=[O:38])[C:33]=2[CH:32]=[CH:31][C:30]=1[C@@H:39]1[CH2:41][O:40]1.